Dataset: Peptide-MHC class I binding affinity with 185,985 pairs from IEDB/IMGT. Task: Regression. Given a peptide amino acid sequence and an MHC pseudo amino acid sequence, predict their binding affinity value. This is MHC class I binding data. (1) The peptide sequence is ETLDVFGPI. The MHC is HLA-A02:06 with pseudo-sequence HLA-A02:06. The binding affinity (normalized) is 0.471. (2) The peptide sequence is FQPQNTQFI. The MHC is H-2-Db with pseudo-sequence H-2-Db. The binding affinity (normalized) is 0.201. (3) The binding affinity (normalized) is 0.266. The peptide sequence is MPAYIRNTL. The MHC is HLA-B18:01 with pseudo-sequence HLA-B18:01. (4) The peptide sequence is EDQLLPFM. The MHC is H-2-Db with pseudo-sequence H-2-Db. The binding affinity (normalized) is 0. (5) The peptide sequence is EYAPFARLL. The MHC is HLA-B07:02 with pseudo-sequence HLA-B07:02. The binding affinity (normalized) is 0.0384.